From a dataset of Catalyst prediction with 721,799 reactions and 888 catalyst types from USPTO. Predict which catalyst facilitates the given reaction. Reactant: CS(O[C@H:6]1[C@H:10]([O:11][C:12]2[CH:13]=[N:14][C:15]([Br:18])=[CH:16][CH:17]=2)[CH2:9][O:8][CH2:7]1)(=O)=O.[CH3:19][CH:20]([S:22]([NH2:25])(=[O:24])=[O:23])[CH3:21].C(=O)([O-])[O-].[Cs+].[Cs+].C(=O)(O)[O-].[Na+]. Product: [Br:18][C:15]1[N:14]=[CH:13][C:12]([O:11][C@H:10]2[CH2:9][O:8][CH2:7][C@H:6]2[NH:25][S:22]([CH:20]([CH3:21])[CH3:19])(=[O:24])=[O:23])=[CH:17][CH:16]=1. The catalyst class is: 10.